Predict the reaction yield, written as a fraction of the theoretical maximum amount of product (1.0 means a 100% yield; for example, 0.34 means a 34% yield). From a dataset of Reaction yield outcomes from USPTO patents with 853,638 reactions. The reactants are [Li][CH:2](CC)C.C1CCCCC1.C[N:13]([CH2:15][CH2:16]N(C)C)C.Br[C:21]1[CH:29]=[CH:28][CH:27]=[C:26]([Si:30]([CH3:33])([CH3:32])[CH3:31])[C:22]=1[C:23]([OH:25])=O.CI.C(O)(=O)CC(CC(O)=O)(C(O)=O)O. The catalyst is C1COCC1. The product is [CH2:15]([NH:13][C:23](=[O:25])[C:22]1[C:26]([Si:30]([CH3:33])([CH3:32])[CH3:31])=[CH:27][CH:28]=[CH:29][C:21]=1[CH3:2])[CH3:16]. The yield is 0.200.